This data is from Catalyst prediction with 721,799 reactions and 888 catalyst types from USPTO. The task is: Predict which catalyst facilitates the given reaction. (1) Reactant: [CH3:1][C:2]1[CH:7]=[CH:6][CH:5]=[C:4]([CH3:8])[C:3]=1[C:9]1[NH:10][C:11]2[CH:17]=[C:16]([C:18](=O)[C:19]([F:22])([F:21])[F:20])[CH:15]=[CH:14][C:12]=2[N:13]=1.[CH3:24][C:25]1[CH:26]=[C:27]([CH:29]=[CH:30][C:31]=1[CH3:32])[NH2:28].C(N(C(C)C)CC)(C)C. Product: [CH3:24][C:25]1[CH:26]=[C:27](/[N:28]=[C:18](/[C:16]2[CH:15]=[CH:14][C:12]3[N:13]=[C:9]([C:3]4[C:4]([CH3:8])=[CH:5][CH:6]=[CH:7][C:2]=4[CH3:1])[NH:10][C:11]=3[CH:17]=2)\[C:19]([F:22])([F:20])[F:21])[CH:29]=[CH:30][C:31]=1[CH3:32]. The catalyst class is: 388. (2) Reactant: [H-].[Na+].[CH3:3][N:4]1[CH:8]([C:9]([O:11][CH3:12])=[O:10])[CH2:7][NH:6][C:5]1=[O:13].Br.Br[CH2:16][C:17]1[CH:22]=[CH:21][CH:20]=[CH:19][N:18]=1. Product: [CH3:3][N:4]1[CH:8]([C:9]([O:11][CH3:12])=[O:10])[CH2:7][N:6]([CH2:16][C:17]2[CH:22]=[CH:21][CH:20]=[CH:19][N:18]=2)[C:5]1=[O:13]. The catalyst class is: 60. (3) Reactant: [Cl:1][C:2]1[CH:8]=[C:7]([N+:9]([O-:11])=[O:10])[CH:6]=[CH:5][C:3]=1[NH2:4].[C:12]1([CH3:22])[CH:17]=[CH:16][C:15]([S:18](Cl)(=[O:20])=[O:19])=[CH:14][CH:13]=1.O. Product: [Cl:1][C:2]1[CH:8]=[C:7]([N+:9]([O-:11])=[O:10])[CH:6]=[CH:5][C:3]=1[NH:4][S:18]([C:15]1[CH:16]=[CH:17][C:12]([CH3:22])=[CH:13][CH:14]=1)(=[O:20])=[O:19]. The catalyst class is: 17. (4) Reactant: [N:1]1[C:10]2[NH:9][C:8]3[CH:11]=[C:12]([C:15]([OH:17])=O)[CH:13]=[CH:14][C:7]=3[S:6][C:5]=2[N:4]=[CH:3][CH:2]=1.C(N(CC)CC)C.P(Cl)(OCC)(OCC)=O.[NH:34]1[CH2:39][CH2:38][CH:37]([CH2:40][CH2:41][CH:42]([CH3:48])[C:43]([O:45][CH2:46][CH3:47])=[O:44])[CH2:36][CH2:35]1. Product: [N:1]1[C:10]2[NH:9][C:8]3[CH:11]=[C:12]([C:15]([N:34]4[CH2:39][CH2:38][CH:37]([CH2:40][CH2:41][CH:42]([CH3:48])[C:43]([O:45][CH2:46][CH3:47])=[O:44])[CH2:36][CH2:35]4)=[O:17])[CH:13]=[CH:14][C:7]=3[S:6][C:5]=2[N:4]=[CH:3][CH:2]=1. The catalyst class is: 54. (5) Reactant: [CH3:1][O:2][C:3]1[CH:27]=[CH:26][C:6]([CH2:7][N:8]2[CH:17]=[C:16]3[C:10]([N:11]([CH2:19][C:20]4[CH:25]=[CH:24][CH:23]=[CH:22][N:21]=4)[CH2:12][CH2:13][CH2:14][C:15]3=O)=[N:9]2)=[CH:5][CH:4]=1.[F:28][C:29]1[CH:30]=[N:31][C:32]([NH:35][C:36]([NH2:38])=[S:37])=[N:33][CH:34]=1.II. Product: [F:28][C:29]1[CH:30]=[N:31][C:32]([NH:35][C:36]2[S:37][C:14]3[CH2:13][CH2:12][N:11]([CH2:19][C:20]4[CH:25]=[CH:24][CH:23]=[CH:22][N:21]=4)[C:10]4=[N:9][N:8]([CH2:7][C:6]5[CH:26]=[CH:27][C:3]([O:2][CH3:1])=[CH:4][CH:5]=5)[CH:17]=[C:16]4[C:15]=3[N:38]=2)=[N:33][CH:34]=1. The catalyst class is: 17. (6) Reactant: [CH:1]12[N:9]([C:10]3[N:15]=[C:14]([N:16]4[CH:21]5[CH2:22][O:23][CH2:24][CH:17]4[CH2:18][O:19][CH2:20]5)[N:13]=[C:12]([C:25]4[CH:31]=[CH:30][C:28]([NH2:29])=[CH:27][CH:26]=4)[N:11]=3)[CH:5]([CH2:6][O:7][CH2:8]1)[CH2:4][O:3][CH2:2]2.CCN(CC)CC.ClC(Cl)(O[C:43](=[O:49])OC(Cl)(Cl)Cl)Cl.[CH3:51][N:52]1[CH2:57][CH2:56][N:55]([C:58]2[CH:64]=[CH:63][C:61]([NH2:62])=[CH:60][CH:59]=2)[CH2:54][CH2:53]1. Product: [CH:5]12[N:9]([C:10]3[N:15]=[C:14]([N:16]4[CH:17]5[CH2:24][O:23][CH2:22][CH:21]4[CH2:20][O:19][CH2:18]5)[N:13]=[C:12]([C:25]4[CH:31]=[CH:30][C:28]([NH:29][C:43]([NH:62][C:61]5[CH:60]=[CH:59][C:58]([N:55]6[CH2:54][CH2:53][N:52]([CH3:51])[CH2:57][CH2:56]6)=[CH:64][CH:63]=5)=[O:49])=[CH:27][CH:26]=4)[N:11]=3)[CH:1]([CH2:8][O:7][CH2:6]1)[CH2:2][O:3][CH2:4]2. The catalyst class is: 2.